Dataset: Catalyst prediction with 721,799 reactions and 888 catalyst types from USPTO. Task: Predict which catalyst facilitates the given reaction. (1) Reactant: [CH:1]1([N:4]2[C:13]3[C:8](=[C:9]([NH2:17])[C:10]([F:16])=[C:11](F)[C:12]=3[F:14])[C:7](=[O:18])[C:6]([C:19]([OH:21])=[O:20])=[CH:5]2)[CH2:3][CH2:2]1.[CH3:22][O:23][N:24]=[C:25]1[C:29]2([CH2:32][N:31]([C:33]([O:35][C:36]([CH3:39])([CH3:38])[CH3:37])=[O:34])[CH2:30]2)[CH2:28][NH:27][CH2:26]1.C(#N)C.C(N(CC)CC)C. Product: [C:36]([O:35][C:33]([N:31]1[CH2:32][C:29]2([C:25](=[N:24][O:23][CH3:22])[CH2:26][N:27]([C:11]3[C:12]([F:14])=[C:13]4[C:8]([C:7](=[O:18])[C:6]([C:19]([OH:21])=[O:20])=[CH:5][N:4]4[CH:1]4[CH2:2][CH2:3]4)=[C:9]([NH2:17])[C:10]=3[F:16])[CH2:28]2)[CH2:30]1)=[O:34])([CH3:39])([CH3:38])[CH3:37]. The catalyst class is: 9. (2) Reactant: [C:1]([C:3]1[CH:4]=[CH:5][C:6]([OH:30])=[C:7]([S:9]([N:12]([CH2:24][C:25](OCC)=[O:26])[CH2:13][CH2:14][C:15]2[CH:20]=[CH:19][C:18]([CH:21]([CH3:23])[CH3:22])=[CH:17][CH:16]=2)(=[O:11])=[O:10])[CH:8]=1)#[N:2].O.[NH2:32][NH2:33]. Product: [C:1]([C:3]1[CH:4]=[CH:5][C:6]([OH:30])=[C:7]([S:9]([N:12]([CH2:24][C:25]([NH:32][NH2:33])=[O:26])[CH2:13][CH2:14][C:15]2[CH:20]=[CH:19][C:18]([CH:21]([CH3:22])[CH3:23])=[CH:17][CH:16]=2)(=[O:10])=[O:11])[CH:8]=1)#[N:2]. The catalyst class is: 8. (3) Reactant: [F:1][C:2]1[CH:3]=[C:4]2[C:8](=[CH:9][CH:10]=1)[NH:7][C:6](=[O:11])[C:5]2=[C:12]1[C:20]2[C:15](=[CH:16][C:17]([CH2:21][CH2:22][C:23]([OH:25])=O)=[CH:18][CH:19]=2)[CH2:14][O:13]1.[N:26]1[CH:31]=[CH:30][CH:29]=[CH:28][C:27]=1[S:32][S:32][C:27]1[CH:28]=[CH:29][CH:30]=[CH:31][N:26]=1.C1(P(C2C=CC=CC=2)C2C=CC=CC=2)C=CC=CC=1. Product: [N:26]1[CH:31]=[CH:30][CH:29]=[CH:28][C:27]=1[S:32][C:23](=[O:25])[CH2:22][CH2:21][C:17]1[CH:16]=[C:15]2[C:20](=[CH:19][CH:18]=1)[C:12](=[C:5]1[C:4]3[C:8](=[CH:9][CH:10]=[C:2]([F:1])[CH:3]=3)[NH:7][C:6]1=[O:11])[O:13][CH2:14]2. The catalyst class is: 2. (4) Reactant: [H-].[H-].[H-].[H-].[Li+].[Al+3].[CH2:7]([O:25][C:26]1[CH:27]=[C:28]([CH:70]2[CH2:74][S:73][S:72][CH2:71]2)[CH:29]=[C:30]([O:51][CH2:52][CH2:53][CH2:54][CH2:55][CH2:56][CH2:57][CH2:58][CH2:59][CH2:60][CH2:61][CH2:62][CH2:63][CH2:64][CH2:65][CH2:66][CH2:67][CH2:68][CH3:69])[C:31]=1OCCCCCCCCCCCCCCCCCC)[CH2:8][CH2:9][CH2:10][CH2:11][CH2:12][CH2:13][CH2:14][CH2:15][CH2:16][CH2:17][CH2:18][CH2:19][CH2:20][CH2:21][CH2:22][CH2:23][CH3:24]. Product: [CH2:7]([O:25][C:26]1[CH:27]=[C:28]([CH:70]([CH2:71][SH:72])[CH2:74][SH:73])[CH:29]=[C:30]([O:51][CH2:52][CH2:53][CH2:54][CH2:55][CH2:56][CH2:57][CH2:58][CH2:59][CH2:60][CH2:61][CH2:62][CH2:63][CH2:64][CH2:65][CH2:66][CH2:67][CH2:68][CH3:69])[CH:31]=1)[CH2:8][CH2:9][CH2:10][CH2:11][CH2:12][CH2:13][CH2:14][CH2:15][CH2:16][CH2:17][CH2:18][CH2:19][CH2:20][CH2:21][CH2:22][CH2:23][CH3:24]. The catalyst class is: 1. (5) Reactant: C[O:2][C:3](=[O:15])[CH:4]=[CH:5][C:6]1[CH:11]=[CH:10][C:9]([CH3:12])=[C:8]([O:13][CH3:14])[CH:7]=1.[OH-].[Na+].O.CO. Product: [CH3:14][O:13][C:8]1[CH:7]=[C:6]([CH:5]=[CH:4][C:3]([OH:15])=[O:2])[CH:11]=[CH:10][C:9]=1[CH3:12]. The catalyst class is: 7. (6) Reactant: [CH2:1]([O:8][C:9]1[CH:14]=[CH:13][C:12]([CH:15]=[C:16]([O:20][CH3:21])[C:17]([O-:19])=[O:18])=[CH:11][CH:10]=1)[C:2]1[CH:7]=[CH:6][CH:5]=[CH:4][CH:3]=1.[Na+:22].[H][H]. Product: [CH2:1]([O:8][C:9]1[CH:10]=[CH:11][C:12]([CH2:15][CH:16]([O:20][CH3:21])[C:17]([O-:19])=[O:18])=[CH:13][CH:14]=1)[C:2]1[CH:7]=[CH:6][CH:5]=[CH:4][CH:3]=1.[Na+:22]. The catalyst class is: 5.